This data is from Full USPTO retrosynthesis dataset with 1.9M reactions from patents (1976-2016). The task is: Predict the reactants needed to synthesize the given product. (1) Given the product [CH2:48]([Si:47]([C:45]#[C:46][C:21]1[CH:26]=[CH:25][CH:24]=[C:23]([C:27]([F:30])([F:29])[F:28])[C:22]=1[CH2:31][C:32]([O:34][CH3:35])=[O:33])([CH2:52][CH3:53])[CH2:50][CH3:51])[CH3:49], predict the reactants needed to synthesize it. The reactants are: C1C=CC(P(C2C=CC=CC=2)C2C=CC=CC=2)=CC=1.Br[C:21]1[CH:26]=[CH:25][CH:24]=[C:23]([C:27]([F:30])([F:29])[F:28])[C:22]=1[CH2:31][C:32]([O:34][CH3:35])=[O:33].CCN(C(C)C)C(C)C.[CH2:45]([Si:47]([C:52]#[CH:53])([CH2:50][CH3:51])[CH2:48][CH3:49])[CH3:46]. (2) Given the product [Cl:27][C:24]1[CH:25]=[CH:26][C:21]([C:19]2[N:13]=[C:11]([NH:10][N:9]=[CH:8][CH:7]=[CH:6][C:5]3[CH:14]=[CH:15][CH:16]=[C:3]([C:1]#[N:2])[CH:4]=3)[S:12][CH:18]=2)=[CH:22][CH:23]=1, predict the reactants needed to synthesize it. The reactants are: [C:1]([C:3]1[CH:4]=[C:5]([CH:14]=[CH:15][CH:16]=1)[CH:6]=[CH:7][CH:8]=[N:9][NH:10][C:11]([NH2:13])=[S:12])#[N:2].Br[CH2:18][C:19]([C:21]1[CH:26]=[CH:25][C:24]([Cl:27])=[CH:23][CH:22]=1)=O. (3) Given the product [Br:1][C:2]1[CH:7]=[CH:6][C:5]([S:8]([NH2:16])(=[O:10])=[O:9])=[C:4]([CH2:12][CH:13]([CH3:15])[CH3:14])[CH:3]=1, predict the reactants needed to synthesize it. The reactants are: [Br:1][C:2]1[CH:7]=[CH:6][C:5]([S:8](Cl)(=[O:10])=[O:9])=[C:4]([CH2:12][CH:13]([CH3:15])[CH3:14])[CH:3]=1.[NH4+:16].[OH-].